From a dataset of NCI-60 drug combinations with 297,098 pairs across 59 cell lines. Regression. Given two drug SMILES strings and cell line genomic features, predict the synergy score measuring deviation from expected non-interaction effect. (1) Drug 1: CCC(=C(C1=CC=CC=C1)C2=CC=C(C=C2)OCCN(C)C)C3=CC=CC=C3.C(C(=O)O)C(CC(=O)O)(C(=O)O)O. Cell line: MDA-MB-435. Drug 2: COC1=NC(=NC2=C1N=CN2C3C(C(C(O3)CO)O)O)N. Synergy scores: CSS=5.15, Synergy_ZIP=-1.74, Synergy_Bliss=-1.70, Synergy_Loewe=0.726, Synergy_HSA=-0.926. (2) Drug 1: COC1=NC(=NC2=C1N=CN2C3C(C(C(O3)CO)O)O)N. Drug 2: CS(=O)(=O)OCCCCOS(=O)(=O)C. Cell line: M14. Synergy scores: CSS=-5.85, Synergy_ZIP=2.94, Synergy_Bliss=0.654, Synergy_Loewe=-4.27, Synergy_HSA=-4.05. (3) Synergy scores: CSS=32.7, Synergy_ZIP=-7.32, Synergy_Bliss=-10.1, Synergy_Loewe=-2.99, Synergy_HSA=-4.01. Cell line: UACC-257. Drug 2: CC12CCC3C(C1CCC2OP(=O)(O)O)CCC4=C3C=CC(=C4)OC(=O)N(CCCl)CCCl.[Na+]. Drug 1: CC1CCCC2(C(O2)CC(NC(=O)CC(C(C(=O)C(C1O)C)(C)C)O)C(=CC3=CSC(=N3)C)C)C.